Task: Predict which catalyst facilitates the given reaction.. Dataset: Catalyst prediction with 721,799 reactions and 888 catalyst types from USPTO (1) Reactant: [N:1]1([C:7]([O:9][C:10]([CH3:13])([CH3:12])[CH3:11])=[O:8])[CH2:6][CH2:5][NH:4][CH2:3][CH2:2]1.[CH2:14]([N:16](CC)CC)C.N#CBr. The catalyst class is: 1. Product: [C:14]([N:4]1[CH2:5][CH2:6][N:1]([C:7]([O:9][C:10]([CH3:13])([CH3:12])[CH3:11])=[O:8])[CH2:2][CH2:3]1)#[N:16]. (2) Reactant: [H-].[Na+].[NH:3]1[CH:7]=[CH:6][N:5]=[N:4]1.N1(O[C:18]2[C:19]3[CH2:27][CH2:26][N:25]([C:28]([C:30]4[CH:35]=[CH:34][CH:33]=[C:32]([C:36]([F:39])([F:38])[F:37])[C:31]=4[Cl:40])=[O:29])[CH2:24][C:20]=3[N:21]=[CH:22][N:23]=2)C2C=CC=CC=2N=N1. Product: [N:3]1([C:18]2[C:19]3[CH2:27][CH2:26][N:25]([C:28]([C:30]4[CH:35]=[CH:34][CH:33]=[C:32]([C:36]([F:39])([F:38])[F:37])[C:31]=4[Cl:40])=[O:29])[CH2:24][C:20]=3[N:21]=[CH:22][N:23]=2)[CH:7]=[CH:6][N:5]=[N:4]1. The catalyst class is: 18. (3) Reactant: [CH2:1]([O:3][C:4]([C:6]1[N:7]=[C:8]([N:11]2[CH2:16][CH2:15][CH:14](OS(C)(=O)=O)[CH2:13][CH2:12]2)[S:9][CH:10]=1)=[O:5])[CH3:2].[C:22]([O-:25])(=[S:24])[CH3:23].[K+]. Product: [C:22]([S:24][CH:14]1[CH2:13][CH2:12][N:11]([C:8]2[S:9][CH:10]=[C:6]([C:4]([O:3][CH2:1][CH3:2])=[O:5])[N:7]=2)[CH2:16][CH2:15]1)(=[O:25])[CH3:23]. The catalyst class is: 9. (4) Reactant: Br[C:2]1[CH:3]=[N:4][CH:5]=[C:6]2[C:11]=1[N:10]=[C:9]([C:12]([NH:14][CH2:15][C:16]([F:19])([F:18])[F:17])=[O:13])[CH:8]=[CH:7]2.[F:20][C:21]1[CH:26]=[CH:25][CH:24]=[CH:23][C:22]=1B(O)O.C(=O)([O-])[O-].[Cs+].[Cs+]. Product: [F:20][C:21]1[CH:26]=[CH:25][CH:24]=[CH:23][C:22]=1[C:2]1[CH:3]=[N:4][CH:5]=[C:6]2[C:11]=1[N:10]=[C:9]([C:12]([NH:14][CH2:15][C:16]([F:19])([F:18])[F:17])=[O:13])[CH:8]=[CH:7]2. The catalyst class is: 688. (5) Reactant: [CH:1]1([CH2:5][C:6]2[N:7]=[C:8]([C:11]([NH:13][NH:14][C:15]([C@H:17]3[CH2:20][C@H:19]([C:21]([O:23][CH3:24])=[O:22])[CH2:18]3)=[O:16])=O)[S:9][CH:10]=2)[CH2:4][CH2:3][CH2:2]1.S(Cl)(C1C=CC(C)=CC=1)(=O)=O.O. Product: [CH:1]1([CH2:5][C:6]2[N:7]=[C:8]([C:11]3[O:16][C:15]([C@H:17]4[CH2:20][C@H:19]([C:21]([O:23][CH3:24])=[O:22])[CH2:18]4)=[N:14][N:13]=3)[S:9][CH:10]=2)[CH2:4][CH2:3][CH2:2]1. The catalyst class is: 2. (6) Reactant: C([CH:4]([C@@H:14]1[CH2:17][C@H:16]([N:18]2[CH:26]=[N:25][C:24]3[C:19]2=[N:20][CH:21]=[N:22][C:23]=3[NH2:27])[CH2:15]1)[C:5](C(C)C)(C(C)C)[O:6][SiH3])(C)C.CCCC[N+](CCCC)(CCCC)CCCC.[F-]. Product: [OH:6][CH2:5][CH2:4][C@@H:14]1[CH2:17][C@H:16]([N:18]2[CH:26]=[N:25][C:24]3[C:19]2=[N:20][CH:21]=[N:22][C:23]=3[NH2:27])[CH2:15]1. The catalyst class is: 1. (7) Reactant: [NH2:1][C:2]1[CH:3]=[C:4]2[C:8](=[CH:9][CH:10]=1)[NH:7][N:6]=[CH:5]2.N[C@@H]1CCCC[C@H]1N.[O-]P([O-])([O-])=O.[K+].[K+].[K+].[F:27][C:28]1[CH:33]=[CH:32][C:31](I)=[CH:30][CH:29]=1.N#N. The catalyst class is: 185. Product: [F:27][C:28]1[CH:33]=[CH:32][C:31]([N:7]2[C:8]3[C:4](=[CH:3][C:2]([NH2:1])=[CH:10][CH:9]=3)[CH:5]=[N:6]2)=[CH:30][CH:29]=1. (8) The catalyst class is: 206. Product: [CH3:9][O:8][C:5]1[CH:6]=[CH:7][C:2]([C:32]2[CH:31]=[CH:30][C:29]3[C:28]4[C:23](=[CH:24][C:25]([C:2]5[CH:7]=[CH:6][C:5]([O:56][CH3:53])=[CH:4][C:3]=5[C:59]5[CH:60]=[CH:12][CH:11]=[CH:10][CH:15]=5)=[CH:26][CH:27]=4)[N:22]([C:16]4[CH:17]=[CH:18][CH:19]=[CH:20][CH:21]=4)[C:34]=3[CH:33]=2)=[C:3]([C:10]2[CH:15]=[CH:14][CH:13]=[CH:12][CH:11]=2)[CH:4]=1. Reactant: Br[C:2]1[CH:7]=[CH:6][C:5]([O:8][CH3:9])=[CH:4][C:3]=1[C:10]1[CH:15]=[CH:14][CH:13]=[CH:12][CH:11]=1.[C:16]1([N:22]2[C:34]3[CH:33]=[C:32](B4OC(C)(C)C(C)(C)O4)[CH:31]=[CH:30][C:29]=3[C:28]3[C:23]2=[CH:24][C:25](B2OC(C)(C)C(C)(C)O2)=[CH:26][CH:27]=3)[CH:21]=[CH:20][CH:19]=[CH:18][CH:17]=1.[C:53]([O-:56])([O-])=O.[Na+].[Na+].[CH3:59][CH2:60]O. (9) Reactant: CO[C:3](=[O:31])[C:4]1[CH:9]=[CH:8][C:7]([N:10]2[CH2:14][CH2:13][C:12]3([CH2:19][CH2:18][N:17]([S:20]([C:23]4[CH:28]=[CH:27][CH:26]=[CH:25][C:24]=4[Cl:29])(=[O:22])=[O:21])[CH2:16][CH2:15]3)[C:11]2=[O:30])=[CH:6][CH:5]=1.[CH:32]([NH2:35])([CH3:34])[CH3:33].[Cl-].C[Al+]C.O. Product: [Cl:29][C:24]1[CH:25]=[CH:26][CH:27]=[CH:28][C:23]=1[S:20]([N:17]1[CH2:18][CH2:19][C:12]2([C:11](=[O:30])[N:10]([C:7]3[CH:6]=[CH:5][C:4]([C:3]([NH:35][CH:32]([CH3:34])[CH3:33])=[O:31])=[CH:9][CH:8]=3)[CH2:14][CH2:13]2)[CH2:15][CH2:16]1)(=[O:22])=[O:21]. The catalyst class is: 345. (10) Reactant: [NH:1]1[C:9]2[C:4](=[CH:5][C:6]([C:10]3[C:11]([C:28]([O:30][CH2:31][CH3:32])=[O:29])=[C:12]4[C:21]5[C:16](=[CH:17][C:18]([O:24][CH3:25])=[C:19]([O:22][CH3:23])[CH:20]=5)[CH2:15][CH2:14][N:13]4[C:26]=3[CH3:27])=[CH:7][CH:8]=2)[CH2:3][CH2:2]1.[CH:33]([N:36]=[C:37]=[O:38])([CH3:35])[CH3:34]. Product: [CH:33]([NH:36][C:37]([N:1]1[C:9]2[C:4](=[CH:5][C:6]([C:10]3[C:11]([C:28]([O:30][CH2:31][CH3:32])=[O:29])=[C:12]4[C:21]5[C:16](=[CH:17][C:18]([O:24][CH3:25])=[C:19]([O:22][CH3:23])[CH:20]=5)[CH2:15][CH2:14][N:13]4[C:26]=3[CH3:27])=[CH:7][CH:8]=2)[CH2:3][CH2:2]1)=[O:38])([CH3:35])[CH3:34]. The catalyst class is: 4.